The task is: Predict which catalyst facilitates the given reaction.. This data is from Catalyst prediction with 721,799 reactions and 888 catalyst types from USPTO. (1) Reactant: [N:1](C(OCC)=O)=NC(OCC)=O.C([N:20]1[CH2:24][CH2:23][C@H:22]([OH:25])[CH2:21]1)C1C=CC=CC=1.[F:26][C:27]1[CH:32]=[CH:31][C:30](O)=[CH:29][CH:28]=1.C1(P(C2C=CC=CC=2)C2C=CC=CC=2)C=CC=CC=1.C([O-])=O.[NH4+]. Product: [NH3:1].[F:26][C:27]1[CH:32]=[CH:31][C:30]([O:25][C@@H:22]2[CH2:23][CH2:24][NH:20][CH2:21]2)=[CH:29][CH:28]=1. The catalyst class is: 312. (2) Reactant: OO.[OH-].[Na+].[ClH:5].Cl.[CH2:7]([N:10]([CH2:26][CH2:27][CH3:28])[CH2:11][CH2:12][C:13]1[C:18]([CH2:19][C:20](O)=[O:21])=[C:17]([N+:23]([O-])=O)[CH:16]=[CH:15][CH:14]=1)[CH2:8][CH3:9]. Product: [CH3:9][CH2:8][CH2:7][N:10]([CH2:11][CH2:12][C:13]1[CH:14]=[CH:15][CH:16]=[C:17]2[NH:23][C:20](=[O:21])[CH2:19][C:18]=12)[CH2:26][CH2:27][CH3:28].[ClH:5]. The catalyst class is: 45. (3) Reactant: [CH:1]1([NH:4][C:5]2[O:6][C:7]([C:10]3[CH:11]=[C:12]4[C:16](=[CH:17][CH:18]=3)[N:15]([S:19]([C:22]3[CH:28]=[CH:27][C:25]([CH3:26])=[CH:24][CH:23]=3)(=[O:21])=[O:20])[CH:14]=[C:13]4B3OC(C)(C)C(C)(C)O3)=[N:8][N:9]=2)[CH2:3][CH2:2]1.Cl[C:39]1[CH:44]=[N:43][CH:42]=[C:41]([CH:45]2[CH2:47][CH2:46]2)[N:40]=1.C1(P(C2CCCCC2)C2C=CC=CC=2C2C(C(C)C)=CC(C(C)C)=CC=2C(C)C)CCCCC1.P([O-])([O-])([O-])=O.[K+].[K+].[K+]. Product: [CH:1]1([NH:4][C:5]2[O:6][C:7]([C:10]3[CH:11]=[C:12]4[C:16](=[CH:17][CH:18]=3)[N:15]([S:19]([C:22]3[CH:23]=[CH:24][C:25]([CH3:26])=[CH:27][CH:28]=3)(=[O:20])=[O:21])[CH:14]=[C:13]4[C:39]3[CH:44]=[N:43][CH:42]=[C:41]([CH:45]4[CH2:47][CH2:46]4)[N:40]=3)=[N:8][N:9]=2)[CH2:3][CH2:2]1. The catalyst class is: 110. (4) Reactant: C([Si](C)(C)[O:6][C:7]1([C:10]2[CH:15]=[CH:14][CH:13]=[CH:12][C:11]=2[C:16]2[CH:36]=[CH:35][C:19]3[NH:20][C:21]([CH2:23][O:24][C:25]4[CH:30]=[CH:29][C:28]([C:31]([F:34])([F:33])[F:32])=[CH:27][CH:26]=4)=[N:22][C:18]=3[CH:17]=2)[CH2:9][O:8]1)(C)(C)C.O.C1(C)C(S(O)(=O)=O)=CC=CC=1. Product: [OH:8][CH2:9][C:7]([C:10]1[CH:15]=[CH:14][CH:13]=[CH:12][C:11]=1[C:16]1[CH:36]=[CH:35][C:19]2[NH:20][C:21]([CH2:23][O:24][C:25]3[CH:30]=[CH:29][C:28]([C:31]([F:33])([F:34])[F:32])=[CH:27][CH:26]=3)=[N:22][C:18]=2[CH:17]=1)=[O:6]. The catalyst class is: 1.